Dataset: Forward reaction prediction with 1.9M reactions from USPTO patents (1976-2016). Task: Predict the product of the given reaction. (1) Given the reactants [H-].[Na+].[F:3][C:4]([F:23])([F:22])[C:5]1[CH:6]=[C:7]([C@H:15]2[O:19][C:18](=[O:20])[NH:17][C@H:16]2[CH3:21])[CH:8]=[C:9]([C:11]([F:14])([F:13])[F:12])[CH:10]=1.[CH2:24](Br)[C:25]#[CH:26].[NH4+].[Cl-], predict the reaction product. The product is: [F:23][C:4]([F:3])([F:22])[C:5]1[CH:6]=[C:7]([C@H:15]2[O:19][C:18](=[O:20])[N:17]([CH2:26][C:25]#[CH:24])[C@H:16]2[CH3:21])[CH:8]=[C:9]([C:11]([F:12])([F:13])[F:14])[CH:10]=1. (2) Given the reactants CS[C:3]1[NH:4][C:5]2[C:10]([CH:11]=1)=[CH:9][C:8]([C:12]([F:15])([F:14])[F:13])=[CH:7][CH:6]=2, predict the reaction product. The product is: [F:15][C:12]([F:13])([F:14])[C:8]1[CH:9]=[C:10]2[C:5](=[CH:6][CH:7]=1)[NH:4][CH:3]=[CH:11]2. (3) Given the reactants [CH3:1][O:2][C:3]1[CH:11]=[C:10]([CH3:12])[CH:9]=[CH:8][C:4]=1[C:5]([NH2:7])=O.B.O1CCCC1.Cl.O, predict the reaction product. The product is: [CH3:1][O:2][C:3]1[CH:11]=[C:10]([CH3:12])[CH:9]=[CH:8][C:4]=1[CH2:5][NH2:7].